This data is from Full USPTO retrosynthesis dataset with 1.9M reactions from patents (1976-2016). The task is: Predict the reactants needed to synthesize the given product. (1) The reactants are: [C:1]([O:5][C:6](=[O:23])[NH:7][CH:8]([C:15]1[CH:20]=[CH:19][C:18]([Cl:21])=[C:17]([Cl:22])[CH:16]=1)[C:9](=[O:14])N(OC)C)([CH3:4])([CH3:3])[CH3:2].Br[C:25]1[CH:26]=[C:27]([CH3:38])[C:28]([O:31][CH:32]2[CH2:37][CH2:36][O:35][CH2:34][CH2:33]2)=[N:29][CH:30]=1. Given the product [C:1]([O:5][C:6](=[O:23])[NH:7][CH:8]([C:15]1[CH:20]=[CH:19][C:18]([Cl:21])=[C:17]([Cl:22])[CH:16]=1)[C:9]([C:25]1[CH:30]=[N:29][C:28]([O:31][CH:32]2[CH2:33][CH2:34][O:35][CH2:36][CH2:37]2)=[C:27]([CH3:38])[CH:26]=1)=[O:14])([CH3:2])([CH3:3])[CH3:4], predict the reactants needed to synthesize it. (2) Given the product [O:18]=[C:17]1[N:12]([CH2:11][C:10]2[CH:27]=[CH:28][CH:29]=[C:8]([C:5]3[N:4]=[CH:3][C:2]([C:40]4[CH:39]=[N:38][N:37]([CH2:36][CH2:35][N:30]5[CH2:34][CH2:33][CH2:32][CH2:31]5)[CH:41]=4)=[CH:7][N:6]=3)[CH:9]=2)[N:13]=[C:14]([C:19]2[CH:20]=[C:21]([CH:24]=[CH:25][CH:26]=2)[C:22]#[N:23])[CH:15]=[CH:16]1, predict the reactants needed to synthesize it. The reactants are: Br[C:2]1[CH:3]=[N:4][C:5]([C:8]2[CH:9]=[C:10]([CH:27]=[CH:28][CH:29]=2)[CH2:11][N:12]2[C:17](=[O:18])[CH:16]=[CH:15][C:14]([C:19]3[CH:20]=[C:21]([CH:24]=[CH:25][CH:26]=3)[C:22]#[N:23])=[N:13]2)=[N:6][CH:7]=1.[N:30]1([CH2:35][CH2:36][N:37]2[CH:41]=[C:40](B3OC(C)(C)C(C)(C)O3)[CH:39]=[N:38]2)[CH2:34][CH2:33][CH2:32][CH2:31]1.O.O.O.P([O-])([O-])([O-])=O.[K+].[K+].[K+].C(N(CC)CC)C. (3) Given the product [CH2:31]([C:33]1[CH:38]=[CH:37][CH:36]=[CH:35][C:34]=1[C:16]1[CH:17]=[C:18]2[C:13](=[CH:14][CH:15]=1)[N:12]=[C:11]([N:9]1[CH:10]=[C:6]([C:4]([OH:3])=[O:5])[CH:7]=[N:8]1)[NH:20][C:19]2=[O:29])[CH3:32], predict the reactants needed to synthesize it. The reactants are: C([O:3][C:4]([C:6]1[CH:7]=[N:8][N:9]([C:11]2[N:20](COCC[Si](C)(C)C)[C:19](=[O:29])[C:18]3[C:13](=[CH:14][CH:15]=[C:16](I)[CH:17]=3)[N:12]=2)[CH:10]=1)=[O:5])C.[CH2:31]([C:33]1[CH:38]=[CH:37][CH:36]=[CH:35][C:34]=1B(O)O)[CH3:32]. (4) The reactants are: [CH2:1]([NH:8][C:9]1[C:18]2[CH:17]=[N:16][CH:15]=[N:14][C:13]=2[N:12]([O:19]CC2C=CC=CC=2)[C:11](=[O:27])[CH:10]=1)[C:2]1[CH:7]=[CH:6][CH:5]=[CH:4][CH:3]=1.[H][H]. Given the product [CH2:1]([NH:8][C:9]1[C:18]2[CH:17]=[N:16][CH:15]=[N:14][C:13]=2[N:12]([OH:19])[C:11](=[O:27])[CH:10]=1)[C:2]1[CH:7]=[CH:6][CH:5]=[CH:4][CH:3]=1, predict the reactants needed to synthesize it. (5) Given the product [Cl:18][C:15]1[CH:16]=[CH:17][C:12]([NH:11][S:8]([C:5]2[CH:6]=[CH:7][C:2]([N:82]3[CH2:86][CH2:85][CH2:84][CH2:83]3)=[CH:3][CH:4]=2)(=[O:10])=[O:9])=[C:13]([C:19]([C:21]2[CH:26]=[CH:25][N:24]=[CH:23][CH:22]=2)=[O:20])[CH:14]=1, predict the reactants needed to synthesize it. The reactants are: Br[C:2]1[CH:7]=[CH:6][C:5]([S:8]([NH:11][C:12]2[CH:17]=[CH:16][C:15]([Cl:18])=[CH:14][C:13]=2[C:19]([C:21]2[CH:26]=[CH:25][N:24]=[CH:23][CH:22]=2)=[O:20])(=[O:10])=[O:9])=[CH:4][CH:3]=1.O.[O-]P([O-])([O-])=O.[K+].[K+].[K+].C1(P(C2C=CC=CC=2)C2C=CC3C(=CC=CC=3)C=2C2C3C(=CC=CC=3)C=CC=2P(C2C=CC=CC=2)C2C=CC=CC=2)C=CC=CC=1.[NH:82]1[CH2:86][CH2:85][CH2:84][CH2:83]1. (6) Given the product [N:18]1[CH:19]=[CH:20][CH:21]=[C:16]([O:15][C:2]2[N:7]=[C:6]([C:8]([O:10][C:11]([CH3:14])([CH3:13])[CH3:12])=[O:9])[CH:5]=[N:4][CH:3]=2)[CH:17]=1, predict the reactants needed to synthesize it. The reactants are: Cl[C:2]1[N:7]=[C:6]([C:8]([O:10][C:11]([CH3:14])([CH3:13])[CH3:12])=[O:9])[CH:5]=[N:4][CH:3]=1.[OH:15][C:16]1[CH:17]=[N:18][CH:19]=[CH:20][CH:21]=1.C(=O)([O-])[O-].[Cs+].[Cs+].O.